The task is: Predict the reaction yield, written as a fraction of the theoretical maximum amount of product (1.0 means a 100% yield; for example, 0.34 means a 34% yield).. This data is from Reaction yield outcomes from USPTO patents with 853,638 reactions. (1) The reactants are [CH3:1][C:2]1[C:7]([O:8][C:9]2[C:10]([NH:22][C:23]3[S:27][N:26]=[C:25]([CH:28]4[CH2:33][CH2:32][N:31](C(OC(C)(C)C)=O)[CH2:30][CH2:29]4)[N:24]=3)=[N:11][CH:12]=[C:13]([S:15][C:16]3[CH:21]=[CH:20][CH:19]=[CH:18][N:17]=3)[CH:14]=2)=[CH:6][CH:5]=[CH:4][N:3]=1.C(O)(C(F)(F)F)=O. The catalyst is C(Cl)Cl. The product is [CH3:1][C:2]1[C:7]([O:8][C:9]2[C:10]([NH:22][C:23]3[S:27][N:26]=[C:25]([CH:28]4[CH2:33][CH2:32][NH:31][CH2:30][CH2:29]4)[N:24]=3)=[N:11][CH:12]=[C:13]([S:15][C:16]3[CH:21]=[CH:20][CH:19]=[CH:18][N:17]=3)[CH:14]=2)=[CH:6][CH:5]=[CH:4][N:3]=1. The yield is 0.943. (2) The reactants are [CH3:1][N:2]1[C:6]([C:7]([NH:9][C:10]2[CH:11]=[C:12]([C:16]#[C:17][C:18]3[CH:19]=[C:20]([C:24]([N:26]=[S:27]([C:30]4[CH:31]=[C:32]([CH:37]=[CH:38][CH:39]=4)[C:33]([O:35]C)=[O:34])([CH3:29])=[O:28])=[O:25])[CH:21]=[N:22][CH:23]=3)[CH:13]=[CH:14][CH:15]=2)=[O:8])=[CH:5][C:4]([CH3:40])=[N:3]1.[OH-].[Na+].C(O)(=O)C. The catalyst is C1COCC1. The product is [CH3:1][N:2]1[C:6]([C:7]([NH:9][C:10]2[CH:11]=[C:12]([C:16]#[C:17][C:18]3[CH:19]=[C:20]([C:24]([N:26]=[S:27]([C:30]4[CH:31]=[C:32]([CH:37]=[CH:38][CH:39]=4)[C:33]([OH:35])=[O:34])([CH3:29])=[O:28])=[O:25])[CH:21]=[N:22][CH:23]=3)[CH:13]=[CH:14][CH:15]=2)=[O:8])=[CH:5][C:4]([CH3:40])=[N:3]1. The yield is 0.620. (3) The reactants are [Cl:1][C:2]1[CH:3]=[C:4]([C@@H:12]([CH2:22][CH:23]2[CH2:27][CH2:26][CH2:25][C:24]2=[O:28])[C:13]([NH:15][C:16]2[CH:21]=[N:20][CH:19]=[CH:18][N:17]=2)=[O:14])[CH:5]=[CH:6][C:7]=1[S:8]([CH3:11])(=[O:10])=[O:9].[BH4-].[Na+]. The catalyst is C(O)C.O. The product is [Cl:1][C:2]1[CH:3]=[C:4]([C@@H:12]([CH2:22][CH:23]2[CH2:27][CH2:26][CH2:25][CH:24]2[OH:28])[C:13]([NH:15][C:16]2[CH:21]=[N:20][CH:19]=[CH:18][N:17]=2)=[O:14])[CH:5]=[CH:6][C:7]=1[S:8]([CH3:11])(=[O:10])=[O:9]. The yield is 0.755. (4) The reactants are [Cl:1][C:2]1[S:6][C:5]([CH:7]=O)=[CH:4][CH:3]=1.[C:9]([NH:12][CH2:13][C:14]([OH:16])=[O:15])(=[O:11])[CH3:10].CC([O-])=O.[Na+]. The catalyst is CC(OC(C)=O)=O.[OH-].[Na+].C(Cl)Cl. The product is [C:9]([NH:12][C:13](=[CH:7][C:5]1[S:6][C:2]([Cl:1])=[CH:3][CH:4]=1)[C:14]([OH:16])=[O:15])(=[O:11])[CH3:10]. The yield is 1.00.